Predict which catalyst facilitates the given reaction. From a dataset of Catalyst prediction with 721,799 reactions and 888 catalyst types from USPTO. (1) Reactant: CN(C)[CH:3]=[CH:4][C:5]([C:7]1[N:11]([CH2:12][CH3:13])[C:10]([CH3:14])=[N:9][C:8]=1[CH3:15])=O.C(=O)(O)O.[C:21]1([NH:27][C:28]([NH2:30])=[NH:29])[CH:26]=[CH:25][CH:24]=[CH:23][CH:22]=1.C[O-].[Na+].O. Product: [NH:27]([C:28]1[N:30]=[C:5]([C:7]2[N:11]([CH2:12][CH3:13])[C:10]([CH3:14])=[N:9][C:8]=2[CH3:15])[CH:4]=[CH:3][N:29]=1)[C:21]1[CH:26]=[CH:25][CH:24]=[CH:23][CH:22]=1. The catalyst class is: 44. (2) Reactant: [O:1]=[C:2]1[C:7]2[CH:8]=[CH:9][CH:10]=[CH:11][C:6]=2[S:5][C:4]([C:12]2[N:17]=[C:16]([CH2:18][CH2:19][C:20]#[N:21])[CH:15]=[CH:14][CH:13]=2)=[N:3]1.C[Si]([N:26]=[N+:27]=[N-:28])(C)C.C([Sn](=O)CCCC)CCC. Product: [NH:26]1[C:20]([CH2:19][CH2:18][C:16]2[N:17]=[C:12]([C:4]3[S:5][C:6]4[CH:11]=[CH:10][CH:9]=[CH:8][C:7]=4[C:2](=[O:1])[N:3]=3)[CH:13]=[CH:14][CH:15]=2)=[N:21][N:28]=[N:27]1. The catalyst class is: 11. (3) Reactant: [F:1][C:2]([F:31])([F:30])[C:3](=[N:28]O)[CH:4]([O:11][C:12]1[CH:13]=[C:14]2[C:18](=[CH:19][CH:20]=1)[N:17]([C:21]1[CH:26]=[CH:25][C:24]([F:27])=[CH:23][CH:22]=1)[N:16]=[CH:15]2)[C:5]1[CH:10]=[CH:9][CH:8]=[CH:7][CH:6]=1.COCCO[AlH2-]OCCOC.[Na+].[Cl-].[NH4+]. Product: [F:31][C:2]([F:1])([F:30])[CH:3]([NH2:28])[CH:4]([O:11][C:12]1[CH:13]=[C:14]2[C:18](=[CH:19][CH:20]=1)[N:17]([C:21]1[CH:22]=[CH:23][C:24]([F:27])=[CH:25][CH:26]=1)[N:16]=[CH:15]2)[C:5]1[CH:6]=[CH:7][CH:8]=[CH:9][CH:10]=1. The catalyst class is: 182. (4) Reactant: [C:1]([CH:5]1[CH2:10][CH2:9][CH:8]([O:11][C:12]2[CH:13]=[C:14]([CH3:22])[C:15]3[C:20]([CH:21]=2)=[CH:19][CH:18]=[CH:17][CH:16]=3)[CH2:7][CH2:6]1)([CH3:4])([CH3:3])[CH3:2].[Sn](Cl)(Cl)(Cl)Cl.[CH3:28][O:29]C(Cl)Cl. Product: [C:1]([CH:5]1[CH2:6][CH2:7][CH:8]([O:11][C:12]2[CH:21]=[C:20]3[C:15](=[C:14]([CH3:22])[CH:13]=2)[CH:16]=[C:17]([CH:28]=[O:29])[CH:18]=[CH:19]3)[CH2:9][CH2:10]1)([CH3:4])([CH3:3])[CH3:2]. The catalyst class is: 417. (5) Reactant: [NH2:1][C:2]1[N:7]=[C:6]([CH3:8])[C:5]([CH2:9][NH:10][C:11]([C:13]2[CH:18]=[CH:17][N:16]=[C:15]([CH2:19][C:20]3[CH:21]=[C:22]4[C:27](=[C:28]([C:30](OC)=[O:31])[CH:29]=3)[N:26]=[CH:25][C:24]([Cl:34])=[CH:23]4)[CH:14]=2)=[O:12])=[C:4]([CH3:35])[CH:3]=1.[H-].[H-].[H-].[H-].[Li+].[Al+3]. Product: [NH2:1][C:2]1[N:7]=[C:6]([CH3:8])[C:5]([CH2:9][NH:10][C:11](=[O:12])[C:13]2[CH:18]=[CH:17][N:16]=[C:15]([CH2:19][C:20]3[CH:21]=[C:22]4[C:27](=[C:28]([CH2:30][OH:31])[CH:29]=3)[N:26]=[CH:25][C:24]([Cl:34])=[CH:23]4)[CH:14]=2)=[C:4]([CH3:35])[CH:3]=1. The catalyst class is: 1. (6) Product: [CH3:25][O:26][C:27](=[O:41])[C:28]1[CH:33]=[C:32]([N:34]2[CH2:38][CH2:37][CH2:36][C:35]2=[O:39])[CH:31]=[C:30]([N:40]2[C:11]([CH3:12])=[CH:10][CH:9]=[C:8]2[C:6]2[CH:7]=[C:2]([Br:1])[CH:3]=[CH:4][C:5]=2[O:15][CH2:16][C:17]2[CH:22]=[CH:21][C:20]([F:23])=[CH:19][C:18]=2[F:24])[CH:29]=1. The catalyst class is: 60. Reactant: [Br:1][C:2]1[CH:3]=[CH:4][C:5]([O:15][CH2:16][C:17]2[CH:22]=[CH:21][C:20]([F:23])=[CH:19][C:18]=2[F:24])=[C:6]([C:8](=O)[CH2:9][CH2:10][C:11](=O)[CH3:12])[CH:7]=1.[CH3:25][O:26][C:27](=[O:41])[C:28]1[CH:33]=[C:32]([N:34]2[CH2:38][CH2:37][CH2:36][C:35]2=[O:39])[CH:31]=[C:30]([NH2:40])[CH:29]=1.C1(C)C=CC(S(O)(=O)=O)=CC=1. (7) Product: [C:1]([O:5][C:6]([NH:8][CH2:9][C@H:10]1[CH2:15][CH2:14][C@H:13]([C:16]([NH:18][C@H:19]([C:38](=[O:50])[NH:39][C:40]2[CH:48]=[C:47]3[C:43]([C:44](=[O:49])[NH:45][NH:46]3)=[CH:42][CH:41]=2)[CH2:20][C:21]2[CH:22]=[CH:23][C:24]([C:27]3[CH:32]=[CH:31][C:30]([C:33]([OH:35])=[O:34])=[CH:29][C:28]=3[CH3:37])=[CH:25][CH:26]=2)=[O:17])[CH2:12][CH2:11]1)=[O:7])([CH3:4])([CH3:2])[CH3:3]. The catalyst class is: 30. Reactant: [C:1]([O:5][C:6]([NH:8][CH2:9][C@H:10]1[CH2:15][CH2:14][C@H:13]([C:16]([NH:18][C@H:19]([C:38](=[O:50])[NH:39][C:40]2[CH:48]=[C:47]3[C:43]([C:44](=[O:49])[NH:45][NH:46]3)=[CH:42][CH:41]=2)[CH2:20][C:21]2[CH:26]=[CH:25][C:24]([C:27]3[CH:32]=[CH:31][C:30]([C:33]([O:35]C)=[O:34])=[CH:29][C:28]=3[CH3:37])=[CH:23][CH:22]=2)=[O:17])[CH2:12][CH2:11]1)=[O:7])([CH3:4])([CH3:3])[CH3:2].O.[OH-].[Li+].Cl. (8) Reactant: [CH3:1][O:2][C:3]([C:5]1[C:10]([NH2:11])=[N:9][C:8](/[CH:12]=[CH:13]\[O:14][CH2:15]C)=[CH:7][N:6]=1)=[O:4].CO.[C:19]([O-])(O)=[O:20].[Na+]. Product: [CH3:1][O:2][C:3]([C:5]1[C:10]([NH2:11])=[N:9][C:8]([CH2:12][CH:13]([O:14][CH3:15])[O:20][CH3:19])=[CH:7][N:6]=1)=[O:4]. The catalyst class is: 33. (9) Reactant: [OH:1][C@@:2]1([C:9]#[C:10][C:11]2[CH:12]=[C:13]([N:17]3[C:21]4[N:22]=[C:23]([CH3:25])[S:24][C:20]=4[C:19]([C:26]([O:28]CC)=O)=[N:18]3)[CH:14]=[CH:15][CH:16]=2)[CH2:6][CH2:5][N:4]([CH3:7])[C:3]1=[O:8].[NH3:31]. Product: [OH:1][C@@:2]1([C:9]#[C:10][C:11]2[CH:12]=[C:13]([N:17]3[C:21]4[N:22]=[C:23]([CH3:25])[S:24][C:20]=4[C:19]([C:26]([NH2:31])=[O:28])=[N:18]3)[CH:14]=[CH:15][CH:16]=2)[CH2:6][CH2:5][N:4]([CH3:7])[C:3]1=[O:8]. The catalyst class is: 5. (10) Reactant: Cl[C:2]1[C:12]([C:13]#[N:14])=[CH:11][C:5]([C:6]([O:8][CH2:9][CH3:10])=[O:7])=[C:4]([CH3:15])[N:3]=1.Cl.[CH3:17][C:18]1([C:24]([OH:26])=[O:25])[CH2:23][CH2:22][NH:21][CH2:20][CH2:19]1.CCN(C(C)C)C(C)C.CC(O)=O. Product: [C:13]([C:12]1[C:2]([N:21]2[CH2:22][CH2:23][C:18]([CH3:17])([C:24]([OH:26])=[O:25])[CH2:19][CH2:20]2)=[N:3][C:4]([CH3:15])=[C:5]([C:6]([O:8][CH2:9][CH3:10])=[O:7])[CH:11]=1)#[N:14]. The catalyst class is: 31.